Dataset: Reaction yield outcomes from USPTO patents with 853,638 reactions. Task: Predict the reaction yield, written as a fraction of the theoretical maximum amount of product (1.0 means a 100% yield; for example, 0.34 means a 34% yield). (1) The reactants are [CH2:1]([S:3](Cl)(=[O:5])=[O:4])[CH3:2].[Br:7][C:8]1[CH:14]=[CH:13][C:11]([NH2:12])=[CH:10][CH:9]=1.Cl. The catalyst is N1C=CC=CC=1. The product is [Br:7][C:8]1[CH:14]=[CH:13][C:11]([NH:12][S:3]([CH2:1][CH3:2])(=[O:5])=[O:4])=[CH:10][CH:9]=1. The yield is 0.920. (2) The product is [NH2:28][CH2:24][C:25]([NH:1][C:2]1[S:3][CH:4]=[CH:5][C:6]=1[C:7]([C:9]1[CH:18]=[CH:17][C:12]([C:13]([O:15][CH3:16])=[O:14])=[CH:11][CH:10]=1)=[O:8])=[O:26]. The reactants are [NH2:1][C:2]1[S:3][CH:4]=[CH:5][C:6]=1[C:7]([C:9]1[CH:18]=[CH:17][C:12]([C:13]([O:15][CH3:16])=[O:14])=[CH:11][CH:10]=1)=[O:8].[I-].[Na+].C(=O)=O.[CH3:24][C:25](C)=[O:26].[NH3:28]. The catalyst is O1CCCC1. The yield is 0.280.